From a dataset of Reaction yield outcomes from USPTO patents with 853,638 reactions. Predict the reaction yield, written as a fraction of the theoretical maximum amount of product (1.0 means a 100% yield; for example, 0.34 means a 34% yield). (1) The catalyst is C(O)(=O)C. The product is [F:1][C:2]1[CH:8]=[CH:7][C:5]([N:6]2[C:17]([CH3:18])=[CH:16][CH:15]=[C:14]2[CH3:13])=[C:4]([C:9]([F:10])([F:11])[F:12])[CH:3]=1. The yield is 0.500. The reactants are [F:1][C:2]1[CH:8]=[CH:7][C:5]([NH2:6])=[C:4]([C:9]([F:12])([F:11])[F:10])[CH:3]=1.[CH3:13][C:14](=O)[CH2:15][CH2:16][C:17](=O)[CH3:18]. (2) The reactants are [CH3:1][O:2][C:3]([C:5]1[CH:6]=[N:7][C:8]([C:11]#[N:12])=[N:9][CH:10]=1)=[O:4].Cl.[NH2:14][OH:15].C([O-])(=O)C.[Na+]. The catalyst is CO. The product is [CH3:1][O:2][C:3]([C:5]1[CH:10]=[N:9][C:8]([C:11](=[NH:12])[NH:14][OH:15])=[N:7][CH:6]=1)=[O:4]. The yield is 0.910. (3) The reactants are [F:1][C:2]1[CH:7]=[CH:6][C:5]([CH2:8][C:9]2[CH:18]=[C:17]3[C:12]([C:13]([OH:26])=[C:14]([C:21](OCC)=[O:22])[C:15](=[O:20])[N:16]3[CH3:19])=[N:11][CH:10]=2)=[CH:4][CH:3]=1.[NH2:27][CH2:28][C:29]1[CH:30]=[CH:31][C:32](=[O:35])[NH:33][CH:34]=1. The product is [F:1][C:2]1[CH:7]=[CH:6][C:5]([CH2:8][C:9]2[CH:18]=[C:17]3[C:12]([C:13]([OH:26])=[C:14]([C:21]([NH:27][CH2:28][C:29]4[CH:30]=[CH:31][C:32](=[O:35])[NH:33][CH:34]=4)=[O:22])[C:15](=[O:20])[N:16]3[CH3:19])=[N:11][CH:10]=2)=[CH:4][CH:3]=1. The yield is 0.580. No catalyst specified. (4) The reactants are [CH3:1][O:2][C:3]([C:5]1[S:6][C:7]([Br:30])=[CH:8][C:9]=1[N:10]([CH:20]1[CH2:29][CH2:28][C:23]2(OCC[O:24]2)[CH2:22][CH2:21]1)[C:11]([C@H:13]1[CH2:18][CH2:17][C@H:16]([CH3:19])[CH2:15][CH2:14]1)=[O:12])=[O:4].Cl. The catalyst is O1CCCC1. The product is [CH3:1][O:2][C:3]([C:5]1[S:6][C:7]([Br:30])=[CH:8][C:9]=1[N:10]([C:11]([C@H:13]1[CH2:14][CH2:15][C@H:16]([CH3:19])[CH2:17][CH2:18]1)=[O:12])[CH:20]1[CH2:29][CH2:28][C:23](=[O:24])[CH2:22][CH2:21]1)=[O:4]. The yield is 0.950. (5) The reactants are [F:1][C:2]1[CH:3]=[CH:4][C:5]2[N:6]([C:8]([N:11]3[CH2:16][CH2:15][CH:14]([CH2:17][OH:18])[CH2:13][CH2:12]3)=[N:9][N:10]=2)[CH:7]=1.CCN(CC)CC.[CH:26]([Si:29](OS(C(F)(F)F)(=O)=O)([CH:33]([CH3:35])[CH3:34])[CH:30]([CH3:32])[CH3:31])([CH3:28])[CH3:27]. The catalyst is C(Cl)Cl. The product is [F:1][C:2]1[CH:3]=[CH:4][C:5]2[N:6]([C:8]([N:11]3[CH2:12][CH2:13][CH:14]([CH2:17][O:18][Si:29]([CH:33]([CH3:35])[CH3:34])([CH:30]([CH3:32])[CH3:31])[CH:26]([CH3:28])[CH3:27])[CH2:15][CH2:16]3)=[N:9][N:10]=2)[CH:7]=1. The yield is 0.740.